Regression. Given a peptide amino acid sequence and an MHC pseudo amino acid sequence, predict their binding affinity value. This is MHC class I binding data. From a dataset of Peptide-MHC class I binding affinity with 185,985 pairs from IEDB/IMGT. (1) The MHC is HLA-A02:19 with pseudo-sequence HLA-A02:19. The binding affinity (normalized) is 0.571. The peptide sequence is AVGFFPTGV. (2) The peptide sequence is QPLTDAKVA. The MHC is HLA-B53:01 with pseudo-sequence HLA-B53:01. The binding affinity (normalized) is 0.0641. (3) The peptide sequence is PACVYGPA. The MHC is HLA-A02:03 with pseudo-sequence HLA-A02:03. The binding affinity (normalized) is 0. (4) The peptide sequence is STNLCTHSFR. The MHC is HLA-A11:01 with pseudo-sequence HLA-A11:01. The binding affinity (normalized) is 0.782.